From a dataset of Reaction yield outcomes from USPTO patents with 853,638 reactions. Predict the reaction yield, written as a fraction of the theoretical maximum amount of product (1.0 means a 100% yield; for example, 0.34 means a 34% yield). (1) The reactants are [Br:1][C:2]1[CH:14]=[CH:13][C:12]2[C:11]3[C:6](=[CH:7][C:8]([Br:15])=[CH:9][CH:10]=3)[CH2:5][C:4]=2[CH:3]=1.[C:16]([O:20][CH3:21])(=[O:19])[CH:17]=[CH2:18].[OH-:22].[Na+]. The catalyst is C1(C)C=CC=CC=1. The product is [Br:1][C:2]1[CH:14]=[CH:13][C:12]2[C:11]3[C:6](=[CH:7][C:8]([Br:15])=[CH:9][CH:10]=3)[C:5]([CH2:18][CH2:17][C:16]([O:20][CH3:21])=[O:22])([CH2:18][CH2:17][C:16]([O:20][CH3:21])=[O:19])[C:4]=2[CH:3]=1. The yield is 0.800. (2) The reactants are [N+:1]([C:4]1[N:9]=[CH:8][C:7]([O:10][CH:11]2[CH2:14][N:13]([C:15]([O:17][C:18]([CH3:21])([CH3:20])[CH3:19])=[O:16])[CH2:12]2)=[CH:6][CH:5]=1)([O-])=O. The catalyst is [Pd].CO. The product is [NH2:1][C:4]1[N:9]=[CH:8][C:7]([O:10][CH:11]2[CH2:14][N:13]([C:15]([O:17][C:18]([CH3:21])([CH3:20])[CH3:19])=[O:16])[CH2:12]2)=[CH:6][CH:5]=1. The yield is 0.990. (3) The reactants are Br[C:2]1[CH:3]=[C:4]([C:7]([O:9][CH3:10])=[O:8])[S:5][CH:6]=1.C(=O)([O-])[O-].[K+].[K+].[CH3:17][N:18]1[C:22](B2OC(C)(C)C(C)(C)O2)=[CH:21][CH:20]=[N:19]1. The catalyst is O1CCOCC1.O.CC(C)([P](C(C)(C)C)([Pd][P](C(C)(C)C)(C(C)(C)C)C(C)(C)C)C(C)(C)C)C. The product is [CH3:17][N:18]1[C:22]([C:2]2[CH:3]=[C:4]([C:7]([O:9][CH3:10])=[O:8])[S:5][CH:6]=2)=[CH:21][CH:20]=[N:19]1. The yield is 0.990. (4) The reactants are [CH3:1][O:2][C:3]1[CH:4]=[C:5]([CH2:9][CH2:10][CH2:11][NH2:12])[CH:6]=[CH:7][CH:8]=1.[CH2:13]([O:15][C:16]([C:18]1[C:19]([CH3:26])=[N:20][C:21](Cl)=[N:22][C:23]=1[CH3:24])=[O:17])[CH3:14]. The catalyst is CCO. The product is [CH2:13]([O:15][C:16]([C:18]1[C:19]([CH3:26])=[N:20][C:21]([NH:12][CH2:11][CH2:10][CH2:9][C:5]2[CH:6]=[CH:7][CH:8]=[C:3]([O:2][CH3:1])[CH:4]=2)=[N:22][C:23]=1[CH3:24])=[O:17])[CH3:14]. The yield is 0.760. (5) The reactants are [F:1][C:2]1[CH:30]=[CH:29][C:28]([F:31])=[CH:27][C:3]=1[O:4][C:5]1[CH:10]=[CH:9][C:8]([C:11]2[C:19]3[C:14](=[N:15][CH:16]=[N:17][C:18]=3[NH2:20])[N:13]([C@@H:21]3[CH2:26][CH2:25][CH2:24][NH:23][CH2:22]3)[N:12]=2)=[CH:7][CH:6]=1.CN(C(ON1N=NC2C=CC=NC1=2)=[N+](C)C)C.F[P-](F)(F)(F)(F)F.C(N(CC)CC)C.[C:63]([CH2:65][C:66](O)=[O:67])#[N:64]. The catalyst is ClCCl. The product is [NH2:20][C:18]1[N:17]=[CH:16][N:15]=[C:14]2[N:13]([C@@H:21]3[CH2:26][CH2:25][CH2:24][N:23]([C:66](=[O:67])[CH2:65][C:63]#[N:64])[CH2:22]3)[N:12]=[C:11]([C:8]3[CH:7]=[CH:6][C:5]([O:4][C:3]4[CH:27]=[C:28]([F:31])[CH:29]=[CH:30][C:2]=4[F:1])=[CH:10][CH:9]=3)[C:19]=12. The yield is 0.580. (6) The reactants are [CH3:1][O:2][C:3]1[CH:8]=[CH:7][CH:6]=[CH:5][N:4]=1.CC([O-])=O.[Na+].[Br:14]Br. The catalyst is ClCCl. The product is [Br:14][C:6]1[CH:7]=[CH:8][C:3]([O:2][CH3:1])=[N:4][CH:5]=1. The yield is 0.984. (7) The reactants are CO[C:3](=[O:21])[C:4]([OH:20])=[CH:5][C:6](=[O:19])[N:7]([O:16][CH2:17][CH3:18])[CH2:8][C:9]1[CH:14]=[CH:13][C:12]([F:15])=[CH:11][CH:10]=1.C=O.CN.ClC1C=C(C=CC=1Cl)[CH2:30][N:31](C)[C:32](C1CN(C)C(=O)C=1O)=O. No catalyst specified. The product is [CH2:17]([O:16][N:7]([CH2:8][C:9]1[CH:10]=[CH:11][C:12]([F:15])=[CH:13][CH:14]=1)[C:6]([C:5]1[CH2:30][N:31]([CH3:32])[C:3](=[O:21])[C:4]=1[OH:20])=[O:19])[CH3:18]. The yield is 0.500. (8) The reactants are [CH2:1]([C:5]1[N:10]2[N:11]=[C:12]([CH3:14])[N:13]=[C:9]2[N:8]([C@H:15]2[CH2:20][CH2:19][C@H:18]([OH:21])[CH2:17][CH2:16]2)[C:7](=[O:22])[C:6]=1[CH2:23][C:24]1[CH:29]=[CH:28][C:27]([C:30]2[C:31]([C:36]#[N:37])=[CH:32][CH:33]=[CH:34][CH:35]=2)=[CH:26][CH:25]=1)[CH2:2][CH2:3][CH3:4].C([O:40]C(=O)C(C)C[N+]#N)C.[C:48]1([CH3:54])[CH:53]=CC=[CH:50][CH:49]=1. The catalyst is C([O-])(=O)C.[Rh+]. The product is [CH2:1]([C:5]1[N:10]2[N:11]=[C:12]([CH3:14])[N:13]=[C:9]2[N:8]([C@H:15]2[CH2:20][CH2:19][C@H:18]([O:21][CH:49]([CH3:50])[C:48]([OH:40])([CH3:54])[CH3:53])[CH2:17][CH2:16]2)[C:7](=[O:22])[C:6]=1[CH2:23][C:24]1[CH:25]=[CH:26][C:27]([C:30]2[C:31]([C:36]#[N:37])=[CH:32][CH:33]=[CH:34][CH:35]=2)=[CH:28][CH:29]=1)[CH2:2][CH2:3][CH3:4]. The yield is 0.630. (9) The reactants are [O:1]1[CH2:6][CH2:5][CH2:4][CH2:3][C@H:2]1[CH2:7][OH:8].[C:9]1([CH3:19])[CH:14]=[CH:13][C:12]([S:15](Cl)(=[O:17])=[O:16])=[CH:11][CH:10]=1. The catalyst is N1C=CC=CC=1. The product is [CH3:19][C:9]1[CH:14]=[CH:13][C:12]([S:15]([O:8][CH2:7][C@@H:2]2[CH2:3][CH2:4][CH2:5][CH2:6][O:1]2)(=[O:17])=[O:16])=[CH:11][CH:10]=1. The yield is 0.760.